Predict which catalyst facilitates the given reaction. From a dataset of Catalyst prediction with 721,799 reactions and 888 catalyst types from USPTO. (1) Reactant: [Cl:1][C:2]1[CH:7]=[C:6]([O:8][C:9]2[C:10]3[N:17]([CH3:18])[CH:16]=[CH:15][C:11]=3[N:12]=[CH:13][N:14]=2)[CH:5]=[CH:4][C:3]=1[NH:19][C:20]([NH:22][C:23]1[CH:28]=[CH:27][CH:26]=[C:25]([C:29]([F:32])([F:31])[F:30])[CH:24]=1)=[O:21].CC(C)=O.[C:37]1([CH3:47])[CH:42]=[CH:41][C:40]([S:43]([OH:46])(=[O:45])=[O:44])=[CH:39][CH:38]=1. Product: [C:37]1([CH3:47])[CH:38]=[CH:39][C:40]([S:43]([OH:46])(=[O:44])=[O:45])=[CH:41][CH:42]=1.[Cl:1][C:2]1[CH:7]=[C:6]([O:8][C:9]2[C:10]3[N:17]([CH3:18])[CH:16]=[CH:15][C:11]=3[N:12]=[CH:13][N:14]=2)[CH:5]=[CH:4][C:3]=1[NH:19][C:20]([NH:22][C:23]1[CH:28]=[CH:27][CH:26]=[C:25]([C:29]([F:31])([F:30])[F:32])[CH:24]=1)=[O:21]. The catalyst class is: 13. (2) Reactant: [CH2:1](Br)[C:2]1[CH:7]=[CH:6][CH:5]=[CH:4][CH:3]=1.[CH2:9]([O:11][C:12](=[O:36])[C:13]1[CH:18]=[CH:17][CH:16]=[C:15]([N:19]2[C:23]([CH3:24])=[CH:22][CH:21]=[C:20]2[C:25]2[CH:30]=[C:29]([S:31]([CH3:34])(=[O:33])=[O:32])[CH:28]=[CH:27][C:26]=2[OH:35])[CH:14]=1)[CH3:10].C([O-])([O-])=O.[K+].[K+]. Product: [CH2:9]([O:11][C:12](=[O:36])[C:13]1[CH:18]=[CH:17][CH:16]=[C:15]([N:19]2[C:23]([CH3:24])=[CH:22][CH:21]=[C:20]2[C:25]2[CH:30]=[C:29]([S:31]([CH3:34])(=[O:32])=[O:33])[CH:28]=[CH:27][C:26]=2[O:35][CH2:1][C:2]2[CH:7]=[CH:6][CH:5]=[CH:4][CH:3]=2)[CH:14]=1)[CH3:10]. The catalyst class is: 31. (3) Reactant: [CH3:1][C:2]([CH3:7])=[CH:3][C:4](Cl)=[O:5].[Br:8][C:9]1[CH:15]=[CH:14][C:12]([NH2:13])=[CH:11][CH:10]=1.C(N(CC)CC)C. Product: [Br:8][C:9]1[CH:15]=[CH:14][C:12]([NH:13][C:4](=[O:5])[CH:3]=[C:2]([CH3:7])[CH3:1])=[CH:11][CH:10]=1. The catalyst class is: 4. (4) Reactant: [C:1]([O:5][C:6]([N:8]1[C:16]2[C:11](=[CH:12][C:13]([OH:17])=[CH:14][CH:15]=2)[CH2:10][CH2:9]1)=[O:7])([CH3:4])([CH3:3])[CH3:2].Cl[CH2:19][C:20]1[CH:25]=[CH:24][C:23]([C:26]2[CH:31]=[CH:30][CH:29]=[CH:28][CH:27]=2)=[C:22]([N+:32]([O-:34])=[O:33])[CH:21]=1.C(=O)([O-])[O-].[K+].[K+].C(=O)(O)[O-].[Na+]. Product: [C:1]([O:5][C:6]([N:8]1[C:16]2[C:11](=[CH:12][C:13]([O:17][CH2:19][C:20]3[CH:25]=[CH:24][C:23]([C:26]4[CH:31]=[CH:30][CH:29]=[CH:28][CH:27]=4)=[C:22]([N+:32]([O-:34])=[O:33])[CH:21]=3)=[CH:14][CH:15]=2)[CH2:10][CH2:9]1)=[O:7])([CH3:4])([CH3:2])[CH3:3]. The catalyst class is: 3. (5) Reactant: [CH3:1][C:2]1[CH:7]=[C:6]([CH3:8])[CH:5]=[CH:4][C:3]=1[C:9]1[C:18]2[C:13](=[CH:14][CH:15]=[CH:16][CH:17]=2)[C:12](=[O:19])[N:11]([CH3:20])[C:10]=1[CH:21]([OH:26])[C:22]([O:24][CH3:25])=[O:23].[Li+].C[Si]([N-][Si](C)(C)C)(C)C.I[CH2:38][CH3:39]. Product: [CH3:1][C:2]1[CH:7]=[C:6]([CH3:8])[CH:5]=[CH:4][C:3]=1[C:9]1[C:18]2[C:13](=[CH:14][CH:15]=[CH:16][CH:17]=2)[C:12](=[O:19])[N:11]([CH3:20])[C:10]=1[CH:21]([O:26][CH2:38][CH3:39])[C:22]([O:24][CH3:25])=[O:23]. The catalyst class is: 7. (6) Product: [OH:7][C:8]1[C:13]([CH3:14])=[C:12]([CH:11]=[CH:10][C:9]=1[C:16](=[O:24])[CH2:17][C:18]1[CH:19]=[CH:20][CH:21]=[CH:22][CH:23]=1)[O:15][CH2:26][CH2:27][CH2:28][CH2:29][O:30][C:31]1[CH:32]=[CH:33][C:34]([C:35]#[N:36])=[CH:37][CH:38]=1. Reactant: C(=O)([O-])[O-].[K+].[K+].[OH:7][C:8]1[C:13]([CH3:14])=[C:12]([OH:15])[CH:11]=[CH:10][C:9]=1[C:16](=[O:24])[CH2:17][C:18]1[CH:23]=[CH:22][CH:21]=[CH:20][CH:19]=1.Br[CH2:26][CH2:27][CH2:28][CH2:29][O:30][C:31]1[CH:38]=[CH:37][C:34]([C:35]#[N:36])=[CH:33][CH:32]=1. The catalyst class is: 21.